This data is from Reaction yield outcomes from USPTO patents with 853,638 reactions. The task is: Predict the reaction yield, written as a fraction of the theoretical maximum amount of product (1.0 means a 100% yield; for example, 0.34 means a 34% yield). (1) The reactants are [Br:1][C:2]1[CH:3]=[C:4]([C:16]([OH:18])=O)[C:5]2[CH:6]=[N:7][N:8]([CH:11]3[CH2:15][CH2:14][CH2:13][CH2:12]3)[C:9]=2[CH:10]=1.C1CN([P+](ON2N=NC3C=CC=CC2=3)(N2CCCC2)N2CCCC2)CC1.F[P-](F)(F)(F)(F)F.[NH2:52][CH2:53][C:54]1[C:55](=[O:70])[NH:56][C:57]([CH3:69])=[CH:58][C:59]=1[CH2:60][O:61][Si](C(C)(C)C)(C)C.O. The catalyst is CS(C)=O. The product is [Br:1][C:2]1[CH:3]=[C:4]([C:16]([NH:52][CH2:53][C:54]2[C:55](=[O:70])[NH:56][C:57]([CH3:69])=[CH:58][C:59]=2[CH2:60][OH:61])=[O:18])[C:5]2[CH:6]=[N:7][N:8]([CH:11]3[CH2:12][CH2:13][CH2:14][CH2:15]3)[C:9]=2[CH:10]=1. The yield is 0.409. (2) The reactants are C([O:5]O)(C)(C)C.C([Li])CCC.[CH:12]1([NH:15][C:16](=[O:22])/[CH:17]=[CH:18]/[CH2:19][CH2:20][CH3:21])[CH2:14][CH2:13]1.S(S([O-])=O)([O-])=O.[Na+].[Na+]. The catalyst is O1CCCC1. The product is [CH:12]1([NH:15][C:16]([CH:17]2[CH:18]([CH2:19][CH2:20][CH3:21])[O:5]2)=[O:22])[CH2:14][CH2:13]1. The yield is 0.990. (3) The yield is 0.950. The catalyst is C(Cl)Cl. The reactants are [NH2:1][CH:2]([C:6]([CH3:9])([SH:8])[CH3:7])[C:3]([OH:5])=[O:4].FC(F)(F)C(O)=O.[CH3:17][O:18][C:19]1[CH:26]=[C:25]([O:27][CH3:28])[CH:24]=[C:23]([O:29][CH3:30])[C:20]=1[CH2:21]O. The product is [NH2:1][CH:2]([C:6]([CH3:9])([S:8][CH2:21][C:20]1[C:23]([O:29][CH3:30])=[CH:24][C:25]([O:27][CH3:28])=[CH:26][C:19]=1[O:18][CH3:17])[CH3:7])[C:3]([OH:5])=[O:4]. (4) The reactants are [Cl:1][C:2]1[CH:11]=[C:10]([C:12]([NH:14][CH2:15][C:16]2[CH:21]=[CH:20][CH:19]=[C:18]([O:22]C)[CH:17]=2)=[O:13])[CH:9]=[C:8]([Cl:24])[C:3]=1[C:4]([O:6]C)=[O:5].C(=O)=O.CC(C)=O.B(Br)(Br)Br. The catalyst is ClCCl. The product is [Cl:1][C:2]1[CH:11]=[C:10]([C:12]([NH:14][CH2:15][C:16]2[CH:21]=[CH:20][CH:19]=[C:18]([OH:22])[CH:17]=2)=[O:13])[CH:9]=[C:8]([Cl:24])[C:3]=1[C:4]([OH:6])=[O:5]. The yield is 0.800. (5) The yield is 1.18. The reactants are CC([OH:5])(C)C.CC[C@@H]1[C@@H]2C[C@H]([C@@H](OC3C4C(=CC=CC=4)C(O[C@@H](C4C=CN=C5C=4C=C(OC)C=C5)[C@@H]4N5C[C@H](CC)[C@@H](CC5)C4)=NN=3)C3C=CN=C4C=3C=C(OC)C=C4)N(CC2)C1.CS(N)(=O)=O.[CH3:69][O:70][N:71]([CH3:77])[C:72](=[O:76])[C:73]([CH3:75])=[CH2:74].[OH2:78]. The product is [OH:78][C@@:73]([CH3:75])([CH2:74][OH:5])[C:72]([N:71]([O:70][CH3:69])[CH3:77])=[O:76]. No catalyst specified. (6) The reactants are [Cl:1][C:2]1[CH:7]=[C:6]([O:8][CH3:9])[CH:5]=[CH:4][C:3]=1[C:10]1[N:15]2[N:16]=[C:17]([CH3:22])[C:18](C(O)=O)=[C:14]2[CH:13]=[CH:12][C:11]=1[CH3:23].C([N:26](CC)CC)C.C1(P(N=[N+]=[N-])(C2C=CC=CC=2)=O)C=CC=CC=1.O. The catalyst is C1(C)C=CC=CC=1. The product is [Cl:1][C:2]1[CH:7]=[C:6]([O:8][CH3:9])[CH:5]=[CH:4][C:3]=1[C:10]1[N:15]2[N:16]=[C:17]([CH3:22])[C:18]([NH2:26])=[C:14]2[CH:13]=[CH:12][C:11]=1[CH3:23]. The yield is 0.0900. (7) The reactants are [CH:1]([N:4]1[C:13]2[C:8](=[C:9]([CH3:14])[CH:10]=[CH:11][CH:12]=2)[CH:7]=[C:6]([C:15]([O:17]CC)=[O:16])[C:5]1=[O:20])([CH3:3])[CH3:2].[OH-].[Na+].Cl. The catalyst is C(O)C. The product is [CH:1]([N:4]1[C:13]2[C:8](=[C:9]([CH3:14])[CH:10]=[CH:11][CH:12]=2)[CH:7]=[C:6]([C:15]([OH:17])=[O:16])[C:5]1=[O:20])([CH3:3])[CH3:2]. The yield is 0.930.